This data is from Reaction yield outcomes from USPTO patents with 853,638 reactions. The task is: Predict the reaction yield, written as a fraction of the theoretical maximum amount of product (1.0 means a 100% yield; for example, 0.34 means a 34% yield). The reactants are [CH3:1][O:2][C:3]1[CH:14]=[CH:13][C:6]([CH2:7][O:8][CH2:9][C:10]([OH:12])=O)=[CH:5][CH:4]=1.Cl.[CH3:16][NH:17][O:18][CH3:19].F[P-](F)(F)(F)(F)F.N1(O[P+](N(C)C)(N(C)C)N(C)C)C2C=CC=CC=2N=N1. The catalyst is C(Cl)Cl. The product is [CH3:19][O:18][N:17]([CH3:16])[C:10](=[O:12])[CH2:9][O:8][CH2:7][C:6]1[CH:5]=[CH:4][C:3]([O:2][CH3:1])=[CH:14][CH:13]=1. The yield is 0.690.